This data is from NCI-60 drug combinations with 297,098 pairs across 59 cell lines. The task is: Regression. Given two drug SMILES strings and cell line genomic features, predict the synergy score measuring deviation from expected non-interaction effect. Drug 1: CC1=CC2C(CCC3(C2CCC3(C(=O)C)OC(=O)C)C)C4(C1=CC(=O)CC4)C. Drug 2: CCCS(=O)(=O)NC1=C(C(=C(C=C1)F)C(=O)C2=CNC3=C2C=C(C=N3)C4=CC=C(C=C4)Cl)F. Cell line: OVCAR-5. Synergy scores: CSS=-5.69, Synergy_ZIP=4.51, Synergy_Bliss=2.79, Synergy_Loewe=-4.15, Synergy_HSA=-3.89.